Task: Predict which catalyst facilitates the given reaction.. Dataset: Catalyst prediction with 721,799 reactions and 888 catalyst types from USPTO The catalyst class is: 47. Product: [CH3:31][O:30][C:29]1[C:3](=[O:2])[C:4]([CH3:36])=[C:5]([CH2:6][C:7]2[CH:8]=[CH:9][C:10]([C:21]3[CH:26]=[CH:25][N:24]=[CH:23][CH:22]=3)=[C:11]([CH:20]=2)[C:12]([N:14]2[CH2:15][CH2:16][O:17][CH2:18][CH2:19]2)=[O:13])[C:27](=[O:34])[C:28]=1[O:32][CH3:33]. Reactant: C[O:2][C:3]1[C:4]([CH3:36])=[C:5]([C:27]([O:34]C)=[C:28]([O:32][CH3:33])[C:29]=1[O:30][CH3:31])[CH2:6][C:7]1[CH:8]=[CH:9][C:10]([C:21]2[CH:26]=[CH:25][N:24]=[CH:23][CH:22]=2)=[C:11]([CH:20]=1)[C:12]([N:14]1[CH2:19][CH2:18][O:17][CH2:16][CH2:15]1)=[O:13].O=[N+]([O-])[O-].[O-][N+](=O)[O-].[O-][N+](=O)[O-].[O-][N+](=O)[O-].[O-][N+](=O)[O-].[O-][N+](=O)[O-].[Ce+4].[NH4+].[NH4+].[OH-].[Na+].